From a dataset of Reaction yield outcomes from USPTO patents with 853,638 reactions. Predict the reaction yield, written as a fraction of the theoretical maximum amount of product (1.0 means a 100% yield; for example, 0.34 means a 34% yield). (1) The reactants are [CH:1]1([CH2:6][C@@H:7]([C:19]([NH:21][NH:22][C:23]2[C:28]([F:29])=[C:27]([N:30]3[CH2:36][C@@H:35]([OH:37])[C:32]4([CH2:34][CH2:33]4)[CH2:31]3)[N:26]=[C:25]([CH3:38])[N:24]=2)=[O:20])[CH2:8][N:9]([O:12]C2CCCCO2)[CH:10]=[O:11])[CH2:5][CH2:4][CH2:3][CH2:2]1. The catalyst is CC(O)=O.O. The product is [CH:1]1([CH2:6][C@@H:7]([C:19]([NH:21][NH:22][C:23]2[C:28]([F:29])=[C:27]([N:30]3[CH2:36][CH:35]([OH:37])[C:32]4([CH2:34][CH2:33]4)[CH2:31]3)[N:26]=[C:25]([CH3:38])[N:24]=2)=[O:20])[CH2:8][N:9]([OH:12])[CH:10]=[O:11])[CH2:2][CH2:3][CH2:4][CH2:5]1. The yield is 0.270. (2) The reactants are [C:1]([O:5][C:6]([N:8]1[CH2:13][CH2:12][CH:11]([OH:14])[CH2:10][CH2:9]1)=[O:7])([CH3:4])([CH3:3])[CH3:2].[H-].[Na+].Br[CH2:18][CH:19]1[CH2:21][CH2:20]1. The catalyst is CN(C=O)C. The product is [C:1]([O:5][C:6]([N:8]1[CH2:13][CH2:12][CH:11]([O:14][CH2:18][CH:19]2[CH2:21][CH2:20]2)[CH2:10][CH2:9]1)=[O:7])([CH3:4])([CH3:2])[CH3:3]. The yield is 0.530. (3) The reactants are C([O:3][C:4](=O)[CH2:5][O:6][C:7]1[CH:12]=[CH:11][C:10]([C:13]#[C:14][C:15]2[CH:20]=[CH:19][CH:18]=[C:17]([F:21])[CH:16]=2)=[CH:9][C:8]=1[N+:22]([O-])=O)C.O1C2C=CC=CC=2CC(=O)N1.NC1C=CC=CC=1. The catalyst is C(OCC)(=O)C.[Pd]. The product is [F:21][C:17]1[CH:16]=[C:15]([CH2:14][CH2:13][C:10]2[CH:11]=[CH:12][C:7]3[O:6][CH2:5][C:4](=[O:3])[NH:22][C:8]=3[CH:9]=2)[CH:20]=[CH:19][CH:18]=1. The yield is 0.850.